From a dataset of Full USPTO retrosynthesis dataset with 1.9M reactions from patents (1976-2016). Predict the reactants needed to synthesize the given product. (1) Given the product [Cl:14][C:15]1[CH:16]=[CH:17][C:18]([CH2:19][N:20]2[CH2:21][CH2:22][CH:23]([NH:26][CH2:3][C@H:2]([OH:1])[CH2:4][O:5][C:6]3[CH:13]=[CH:12][CH:11]=[CH:10][C:7]=3[C:8]#[N:9])[CH2:24][CH2:25]2)=[CH:27][CH:28]=1, predict the reactants needed to synthesize it. The reactants are: [O:1]1[CH2:3][C@H:2]1[CH2:4][O:5][C:6]1[CH:13]=[CH:12][CH:11]=[CH:10][C:7]=1[C:8]#[N:9].[Cl:14][C:15]1[CH:28]=[CH:27][C:18]([CH2:19][N:20]2[CH2:25][CH2:24][CH:23]([NH2:26])[CH2:22][CH2:21]2)=[CH:17][CH:16]=1. (2) Given the product [Cl:68][C:69]1[CH:77]=[C:76]([C:78]([NH:80][CH2:81][C:82]2[CH:83]=[CH:84][CH:59]=[C:60]([OH:62])[CH:87]=2)=[O:79])[CH:75]=[CH:74][C:70]=1[C:5]([NH:7][C@H:8]([C:28]([O:30][CH3:31])=[O:29])[CH2:9][NH:10][C:11]([O:13][CH2:14][CH:15]1[C:27]2[CH:26]=[CH:25][CH:24]=[CH:23][C:22]=2[C:21]2[C:16]1=[CH:17][CH:18]=[CH:19][CH:20]=2)=[O:12])=[O:6], predict the reactants needed to synthesize it. The reactants are: CC(C)(O[C:5]([NH:7][C@H:8]([C:28]([O:30][CH3:31])=[O:29])[CH2:9][NH:10][C:11]([O:13][CH2:14][CH:15]1[C:27]2[CH:26]=[CH:25][CH:24]=[CH:23][C:22]=2[C:21]2[C:16]1=[CH:17][CH:18]=[CH:19][CH:20]=2)=[O:12])=[O:6])C.C1C2C(COC(NC[C@@H](C(OC)=O)N)=O)C3C(=CC=CC=3)C=2C=CC=1.F[C:59](F)(F)[C:60]([OH:62])=O.ClCCl.[Cl:68][C:69]1[CH:77]=[C:76]([C:78]([NH:80][CH2:81][C:82]2[CH:87]=CC=[C:84](O)[CH:83]=2)=[O:79])[CH:75]=[CH:74][C:70]=1C(O)=O.C1C=NC2N(O)N=NC=2C=1.C1(N=C=NC2CCCCC2)CCCCC1.